From a dataset of Full USPTO retrosynthesis dataset with 1.9M reactions from patents (1976-2016). Predict the reactants needed to synthesize the given product. (1) Given the product [CH2:1]([C:3]1([CH2:18][C:19](=[O:21])[CH3:20])[C:8]2[NH:9][C:10]3[C:15]([C:7]=2[CH2:6][CH2:5][O:4]1)=[CH:14][CH:13]=[CH:12][C:11]=3[CH2:16][CH3:17])[CH3:2], predict the reactants needed to synthesize it. The reactants are: [CH2:1]([C:3]1([CH2:18][CH:19]([OH:21])[CH3:20])[C:8]2[NH:9][C:10]3[C:15]([C:7]=2[CH2:6][CH2:5][O:4]1)=[CH:14][CH:13]=[CH:12][C:11]=3[CH2:16][CH3:17])[CH3:2].C(Cl)Cl.CS(C)=O.N1C=CC=CC=1.S(=O)(=O)=O. (2) Given the product [ClH:12].[CH3:8][S:9]([NH:15][C:16]1[CH:17]=[C:18]([C:22]2[CH:23]=[CH:24][C:25]([NH:28][C:29]([C@@H:31]3[CH:36]4[CH2:35][CH2:34][N:33]([CH2:38][CH2:37]4)[CH2:32]3)=[O:30])=[CH:26][CH:27]=2)[CH:19]=[CH:20][CH:21]=1)(=[O:11])=[O:10], predict the reactants needed to synthesize it. The reactants are: C(N(CC)CC)C.[CH3:8][S:9]([Cl:12])(=[O:11])=[O:10].Cl.Cl.[NH2:15][C:16]1[CH:17]=[C:18]([C:22]2[CH:27]=[CH:26][C:25]([NH:28][C:29]([C@@H:31]3[CH:36]4[CH2:37][CH2:38][N:33]([CH2:34][CH2:35]4)[CH2:32]3)=[O:30])=[CH:24][CH:23]=2)[CH:19]=[CH:20][CH:21]=1.